From a dataset of Catalyst prediction with 721,799 reactions and 888 catalyst types from USPTO. Predict which catalyst facilitates the given reaction. (1) Reactant: Cl[C:2]([O:4][CH2:5][CH3:6])=[O:3].C(Cl)(Cl)Cl.Cl.Cl.[NH2:13][C:14]1[CH:25]=[CH:24][C:17]([CH2:18][N:19]([CH2:22][CH3:23])[CH2:20][CH3:21])=[CH:16][CH:15]=1.C(=O)([O-])O.[Na+]. Product: [CH2:20]([N:19]([CH2:18][C:17]1[CH:16]=[CH:15][C:14]([NH:13][C:2](=[O:3])[O:4][CH2:5][CH3:6])=[CH:25][CH:24]=1)[CH2:22][CH3:23])[CH3:21]. The catalyst class is: 66. (2) Reactant: [F:1][C:2]1[CH:7]=[CH:6][C:5]([F:8])=[CH:4][C:3]=1[OH:9].C(=O)([O-])[O-].[K+].[K+].Cl[C:17]1[N:29]=[C:28]([C:30]2[CH:35]=[CH:34][CH:33]=[C:32]([O:36][CH3:37])[C:31]=2[F:38])[CH:27]=[CH:26][C:18]=1[C:19]([O:21][C:22]([CH3:25])([CH3:24])[CH3:23])=[O:20]. Product: [F:1][C:2]1[CH:7]=[CH:6][C:5]([F:8])=[CH:4][C:3]=1[O:9][C:17]1[N:29]=[C:28]([C:30]2[CH:35]=[CH:34][CH:33]=[C:32]([O:36][CH3:37])[C:31]=2[F:38])[CH:27]=[CH:26][C:18]=1[C:19]([O:21][C:22]([CH3:25])([CH3:24])[CH3:23])=[O:20]. The catalyst class is: 3. (3) Reactant: [CH3:1][C:2]1[CH:10]=[CH:9][C:8]([CH3:11])=[C:7]2[C:3]=1[C:4](=O)[C:5](=O)[NH:6]2.[F:14][C:15]1[CH:28]=[CH:27][C:18]([CH2:19][C:20]2[N:21]([NH2:26])[C:22]([NH2:25])=[N:23][N:24]=2)=[CH:17][CH:16]=1. Product: [F:14][C:15]1[CH:28]=[CH:27][C:18]([CH2:19][C:20]2[N:21]3[C:22]([N:25]=[C:5]4[C:4](=[N:26]3)[C:3]3[C:7](=[C:8]([CH3:11])[CH:9]=[CH:10][C:2]=3[CH3:1])[NH:6]4)=[N:23][N:24]=2)=[CH:17][CH:16]=1. The catalyst class is: 746. (4) Reactant: [C:1]([C:5]1[CH:6]=[CH:7][C:8]([CH3:24])=[C:9]([PH:11](=[O:23])[C:12]2[CH:17]=[C:16]([C:18]([CH3:21])([CH3:20])[CH3:19])[CH:15]=[CH:14][C:13]=2[CH3:22])[CH:10]=1)([CH3:4])([CH3:3])[CH3:2].[OH:25]O.O. Product: [C:1]([C:5]1[CH:6]=[CH:7][C:8]([CH3:24])=[C:9]([P:11]([C:12]2[CH:17]=[C:16]([C:18]([CH3:21])([CH3:20])[CH3:19])[CH:15]=[CH:14][C:13]=2[CH3:22])(=[O:25])[OH:23])[CH:10]=1)([CH3:4])([CH3:3])[CH3:2]. The catalyst class is: 15. (5) Reactant: [O:1]1CC[CH2:3][CH2:2]1.[C:6](=[O:13])([O:10][CH2:11][CH3:12])OCC.C1OC[CH2:37][O:36][C:35]2[C:30](=[CH:31][CH:32]=[CH:33][CH:34]=2)OCCOCCO[C:34]2[C:35](=[CH:30][CH:31]=[CH:32][CH:33]=2)[O:36][CH2:37]1.Cl.[CH2:41](O)C. Product: [CH2:11]([O:10][C:6](=[O:13])[CH2:3][C:2]([C:32]1[CH:33]=[CH:34][C:35]([O:36][CH3:37])=[C:30]([CH3:41])[CH:31]=1)=[O:1])[CH3:12]. The catalyst class is: 6.